Binary Classification. Given a drug SMILES string, predict its activity (active/inactive) in a high-throughput screening assay against a specified biological target. From a dataset of Kir2.1 potassium channel HTS with 301,493 compounds. (1) The compound is O(CCCCN1CCN(CC1)C)c1c(c2ccccc2)cccc1. The result is 1 (active). (2) The molecule is O=c1n2C(N=C(N=c2[nH]c(c1)C)Nc1ccc(cc1)C)c1ccc(cc1)C. The result is 0 (inactive). (3) The molecule is O=c1n(nc(c2c1cccc2)c1ccccc1)c1ccc(cc1)C(O)=O. The result is 0 (inactive). (4) The drug is S1(=O)(=O)N(C(COCC1)c1ccccc1)Cc1cc(F)ccc1. The result is 0 (inactive). (5) The drug is ClC(Cl)(Cl)C(N1CCOCC1)NC(=O)c1c(Cl)cccc1. The result is 0 (inactive). (6) The molecule is s1c2ncn(CC(=O)NCCCC(=O)N3CCN(CC3)c3c(F)cccc3)c(=O)c2c(c1C)C. The result is 0 (inactive). (7) The molecule is O1N\C(CC1C(=O)Nc1cc(OC)c(OC)cc1)=C1\C(=O)C=CC=C1. The result is 0 (inactive). (8) The compound is S(CC(=O)N1CCCCCC1)c1[nH]c(cc(=O)n1)C(F)(F)F. The result is 0 (inactive). (9) The drug is Clc1c(sc2c1ccc(c2)C)C(=O)NCC1OCCC1. The result is 0 (inactive). (10) The result is 0 (inactive). The molecule is Clc1nc(cc(Oc2nnc(OC)cc2)n1)C.